Dataset: Peptide-MHC class I binding affinity with 185,985 pairs from IEDB/IMGT. Task: Regression. Given a peptide amino acid sequence and an MHC pseudo amino acid sequence, predict their binding affinity value. This is MHC class I binding data. (1) The peptide sequence is MLRKKQITV. The MHC is HLA-A31:01 with pseudo-sequence HLA-A31:01. The binding affinity (normalized) is 0.0847. (2) The peptide sequence is KLLPVHYYM. The MHC is HLA-B15:01 with pseudo-sequence HLA-B15:01. The binding affinity (normalized) is 0.139. (3) The peptide sequence is SFIVPEFAK. The MHC is HLA-A33:01 with pseudo-sequence HLA-A33:01. The binding affinity (normalized) is 0.165. (4) The peptide sequence is GVKVRVWLF. The MHC is HLA-B57:01 with pseudo-sequence HLA-B57:01. The binding affinity (normalized) is 0.0847. (5) The peptide sequence is KLYFWIPWS. The MHC is HLA-A02:16 with pseudo-sequence HLA-A02:16. The binding affinity (normalized) is 0.719. (6) The MHC is H-2-Kb with pseudo-sequence H-2-Kb. The peptide sequence is KAVYNFATC. The binding affinity (normalized) is 0.291. (7) The peptide sequence is NCYPYDVPDY. The MHC is HLA-A29:02 with pseudo-sequence HLA-A29:02. The binding affinity (normalized) is 0.183.